Dataset: Reaction yield outcomes from USPTO patents with 853,638 reactions. Task: Predict the reaction yield, written as a fraction of the theoretical maximum amount of product (1.0 means a 100% yield; for example, 0.34 means a 34% yield). (1) The reactants are [F:1][C:2]1[CH:3]=[C:4]([N:8](CC2C=CC=CC=2)[CH2:9][CH:10]([OH:15])[C:11]([F:14])([F:13])[F:12])[CH:5]=[CH:6][CH:7]=1. The catalyst is CO.[Pd]. The product is [F:1][C:2]1[CH:3]=[C:4]([NH:8][CH2:9][CH:10]([OH:15])[C:11]([F:13])([F:12])[F:14])[CH:5]=[CH:6][CH:7]=1. The yield is 0.980. (2) The reactants are C[O:2][C:3](=[O:17])[CH:4]([CH2:13][CH:14]([CH3:16])[CH3:15])[CH2:5][C:6]([O:8][C:9]([CH3:12])([CH3:11])[CH3:10])=[O:7].[Cl-].[Li+]. The catalyst is CS(C)=O.O. The product is [C:9]([O:8][C:6](=[O:7])[CH2:5][CH:4]([CH2:13][CH:14]([CH3:15])[CH3:16])[C:3]([OH:17])=[O:2])([CH3:12])([CH3:11])[CH3:10]. The yield is 0.440. (3) The reactants are [Cl:1][C:2]1[S:6][C:5]([C:7]2[CH:8]=[C:9]([N:13]3[C:17]4[CH:18]=[CH:19][C:20]([C:22](=[O:24])[CH3:23])=[CH:21][C:16]=4[N:15]=[CH:14]3)[CH:10]=[CH:11][CH:12]=2)=[N:4][CH:3]=1.[BH4-].[Na+]. The catalyst is CO.O. The product is [Cl:1][C:2]1[S:6][C:5]([C:7]2[CH:8]=[C:9]([N:13]3[C:17]4[CH:18]=[CH:19][C:20]([CH:22]([OH:24])[CH3:23])=[CH:21][C:16]=4[N:15]=[CH:14]3)[CH:10]=[CH:11][CH:12]=2)=[N:4][CH:3]=1. The yield is 0.780.